From a dataset of Reaction yield outcomes from USPTO patents with 853,638 reactions. Predict the reaction yield, written as a fraction of the theoretical maximum amount of product (1.0 means a 100% yield; for example, 0.34 means a 34% yield). (1) The reactants are Cl[C:2]1[CH:19]=[C:6]2[C:7]3[C:12]([CH2:13][CH2:14][N:5]2[C:4](=[O:20])[N:3]=1)=[CH:11][C:10]([O:15][CH3:16])=[C:9]([O:17][CH3:18])[CH:8]=3.[CH2:21]([C:23]1[CH:28]=[CH:27][CH:26]=[CH:25][C:24]=1[OH:29])[CH3:22].C(=O)([O-])[O-].[K+].[K+]. The catalyst is CC(O)C. The product is [CH3:16][O:15][C:10]1[CH:11]=[C:12]2[C:7](=[CH:8][C:9]=1[O:17][CH3:18])[C:6]1=[CH:19][C:2]([O:29][C:24]3[CH:25]=[CH:26][CH:27]=[CH:28][C:23]=3[CH2:21][CH3:22])=[N:3][C:4](=[O:20])[N:5]1[CH2:14][CH2:13]2. The yield is 0.670. (2) The reactants are [C:1]([C:4]1[C:5]([C:10]([OH:28])=[C:11]2[CH2:15][C:14](=[O:16])[N:13]([CH2:17][C:18]3[CH:26]=[CH:25][C:21]4[O:22][CH2:23][O:24][C:20]=4[CH:19]=3)[C:12]2=[O:27])=[N:6][CH:7]=[CH:8][CH:9]=1)(=O)[CH3:2].[H-].[Na+].CC(O)=O. The catalyst is C1COCC1.CO. The product is [O:22]1[C:21]2[CH:25]=[CH:26][C:18]([CH2:17][N:13]3[C:12](=[O:27])[C:11]4[C:10]([OH:28])=[C:5]5[C:4]([CH:9]=[CH:8][CH:7]=[N:6]5)=[C:1]([CH3:2])[C:15]=4[C:14]3=[O:16])=[CH:19][C:20]=2[O:24][CH2:23]1. The yield is 0.0600. (3) The reactants are [CH3:1][O:2][C:3]1[CH:8]=[CH:7][CH:6]=[CH:5][C:4]=1[C:9]1[NH:10][C:11](=O)[C:12]2[S:17][CH:16]=[CH:15][C:13]=2[N:14]=1.O=P(Cl)(Cl)[Cl:21].CN(C)C1C=CC=CC=1.C([O-])(O)=O.[Na+]. The catalyst is C1C=CC=CC=1. The product is [Cl:21][C:11]1[C:12]2[S:17][CH:16]=[CH:15][C:13]=2[N:14]=[C:9]([C:4]2[CH:5]=[CH:6][CH:7]=[CH:8][C:3]=2[O:2][CH3:1])[N:10]=1. The yield is 0.710. (4) The reactants are [C:1](/[C:3](=[C:7](/[N:9]1[CH2:14][CH2:13][CH:12]([OH:15])[CH2:11][CH2:10]1)\[CH3:8])/[C:4](=[S:6])[NH2:5])#[N:2].CO[CH:18](OC)[N:19]([CH3:21])[CH3:20]. The catalyst is C(O)C. The product is [C:1](/[C:3](=[C:7](/[N:9]1[CH2:14][CH2:13][CH:12]([OH:15])[CH2:11][CH2:10]1)\[CH3:8])/[C:4](=[S:6])/[N:5]=[CH:18]/[N:19]([CH3:21])[CH3:20])#[N:2]. The yield is 0.960. (5) The reactants are [NH2:1][CH2:2][C@@H:3]1[CH2:7][CH2:6][CH2:5][NH:4]1.[C:8](N1C=CN=C1)(N1C=CN=C1)=[O:9]. The catalyst is C(Cl)Cl. The product is [CH2:2]1[NH:1][C:8](=[O:9])[N:4]2[CH2:5][CH2:6][CH2:7][C@@H:3]12. The yield is 0.500.